This data is from Full USPTO retrosynthesis dataset with 1.9M reactions from patents (1976-2016). The task is: Predict the reactants needed to synthesize the given product. (1) The reactants are: [F:1][C:2]([F:15])([F:14])[CH2:3][CH:4]([OH:13])[CH2:5][C:6]1[CH:11]=[CH:10][CH:9]=[CH:8][C:7]=1C.[BH4-].[Na+].[CH3:18][OH:19]. Given the product [F:1][C:2]([F:15])([F:14])[CH2:3][C@H:4]([OH:13])[CH2:5][C:6]1[CH:11]=[CH:10][CH:9]=[CH:8][C:7]=1[O:19][CH3:18], predict the reactants needed to synthesize it. (2) Given the product [C:1](=[O:10])([O:7][CH:8]=[CH2:9])[O:2][CH2:3][CH2:4][CH2:5][O:6][Si:19]([CH3:21])([CH3:20])[CH3:18], predict the reactants needed to synthesize it. The reactants are: [C:1](=[O:10])([O:7][CH:8]=[CH2:9])[O:2][CH2:3][CH2:4][CH2:5][OH:6].C(N(CC)CC)C.[CH3:18][Si:19](Cl)([CH3:21])[CH3:20]. (3) Given the product [CH3:31][N:32]([CH3:37])[CH2:33][CH2:34][CH2:35][NH:36][C:25](=[O:27])[C:24]1[CH:28]=[CH:29][CH:30]=[C:22]([C:19]2[CH:18]=[CH:17][N:16]=[C:15]3[CH:14]=[C:13]([C:5]4[CH:6]=[C:7]([O:11][CH3:12])[C:8]([O:9][CH3:10])=[C:3]([O:2][CH3:1])[CH:4]=4)[O:21][C:20]=23)[CH:23]=1, predict the reactants needed to synthesize it. The reactants are: [CH3:1][O:2][C:3]1[CH:4]=[C:5]([C:13]2[O:21][C:20]3[C:15](=[N:16][CH:17]=[CH:18][C:19]=3[C:22]3[CH:23]=[C:24]([CH:28]=[CH:29][CH:30]=3)[C:25]([OH:27])=O)[CH:14]=2)[CH:6]=[C:7]([O:11][CH3:12])[C:8]=1[O:9][CH3:10].[CH3:31][N:32]([CH3:37])[CH2:33][CH2:34][CH2:35][NH2:36]. (4) Given the product [Cl:1][C:2]1[CH:7]=[CH:6][C:5]([S:8]([N:11]([CH2:12][C:13]2[CH:18]=[CH:17][C:16]([C:19]#[N:20])=[CH:15][CH:14]=2)[CH2:22][C:23]2[O:24][CH:25]=[CH:26][N:27]=2)(=[O:9])=[O:10])=[CH:4][CH:3]=1, predict the reactants needed to synthesize it. The reactants are: [Cl:1][C:2]1[CH:7]=[CH:6][C:5]([S:8]([NH:11][CH2:12][C:13]2[CH:18]=[CH:17][C:16]([C:19]#[N:20])=[CH:15][CH:14]=2)(=[O:10])=[O:9])=[CH:4][CH:3]=1.Cl[CH2:22][C:23]1[O:24][CH:25]=[CH:26][N:27]=1. (5) Given the product [Cl:1][C:2]1[CH:7]=[CH:6][CH:5]=[CH:4][C:3]=1[CH:8]([O:10][C:11]([NH:12][C:13]1[C:14]([CH3:33])=[N:15][O:16][C:17]=1[C:18]1[CH:19]=[CH:20][C:21]([C:36]2[CH:41]=[CH:40][CH:39]=[CH:38][C:37]=2[CH2:42][C:43]([OH:45])=[O:44])=[CH:22][CH:23]=1)=[O:34])[CH3:9], predict the reactants needed to synthesize it. The reactants are: [Cl:1][C:2]1[CH:7]=[CH:6][CH:5]=[CH:4][C:3]=1[CH:8]([O:10][C:11](=[O:34])[NH:12][C:13]1[C:14]([CH3:33])=[N:15][O:16][C:17]=1[C:18]1[CH:23]=[CH:22][C:21](B2OC(C)(C)C(C)(C)O2)=[CH:20][CH:19]=1)[CH3:9].Br[C:36]1[CH:41]=[CH:40][CH:39]=[CH:38][C:37]=1[CH2:42][C:43]([OH:45])=[O:44].